Dataset: Full USPTO retrosynthesis dataset with 1.9M reactions from patents (1976-2016). Task: Predict the reactants needed to synthesize the given product. (1) Given the product [CH2:1]([O:8][C:9](=[O:10])[NH:11][C:12]1([C:15]2[O:16][CH:17]=[C:18]([C:20](=[O:22])[NH2:24])[N:19]=2)[CH2:13][CH2:14]1)[C:2]1[CH:3]=[CH:4][CH:5]=[CH:6][CH:7]=1, predict the reactants needed to synthesize it. The reactants are: [CH2:1]([O:8][C:9]([NH:11][C:12]1([C:15]2[O:16][CH:17]=[C:18]([C:20]([OH:22])=O)[N:19]=2)[CH2:14][CH2:13]1)=[O:10])[C:2]1[CH:7]=[CH:6][CH:5]=[CH:4][CH:3]=1.C[N:24](C(ON1N=NC2C=CC=NC1=2)=[N+](C)C)C.F[P-](F)(F)(F)(F)F.CCN(CC)CC.C(=O)([O-])O.[NH4+]. (2) Given the product [NH2:11][CH2:10][CH2:9][C:5]1[CH:4]=[C:3]([OH:2])[CH:8]=[CH:7][CH:6]=1, predict the reactants needed to synthesize it. The reactants are: C[O:2][C:3]1[CH:4]=[C:5]([CH2:9][CH2:10][NH2:11])[CH:6]=[CH:7][CH:8]=1.Br.C(N(CC)CC)C. (3) Given the product [Br:1][C:2]1[CH:3]=[CH:4][C:5]2[O:10][CH2:9][CH2:8][NH:7][C:6]=2[C:12]=1[CH3:13], predict the reactants needed to synthesize it. The reactants are: [Br:1][C:2]1[CH:3]=[CH:4][C:5]2[O:10][CH2:9][C:8](=O)[NH:7][C:6]=2[C:12]=1[CH3:13].B.C1COCC1. (4) Given the product [C:1]([O:5][C:6]([N:8]1[CH2:13][CH2:12][N:11]([C:14]2[N:22]([CH2:23][C:24]#[C:25][CH3:26])[C:21]3[C:20](=[O:27])[N:19]([CH2:28][O:29][C:30](=[O:35])[C:31]([CH3:34])([CH3:33])[CH3:32])[C:18](=[O:36])[N:17]([CH2:44][CH2:45][O:46][CH2:47][CH3:48])[C:16]=3[N:15]=2)[CH2:10][CH2:9]1)=[O:7])([CH3:2])([CH3:4])[CH3:3], predict the reactants needed to synthesize it. The reactants are: [C:1]([O:5][C:6]([N:8]1[CH2:13][CH2:12][N:11]([C:14]2[N:22]([CH2:23][C:24]#[C:25][CH3:26])[C:21]3[C:20](=[O:27])[N:19]([CH2:28][O:29][C:30](=[O:35])[C:31]([CH3:34])([CH3:33])[CH3:32])[C:18](=[O:36])[NH:17][C:16]=3[N:15]=2)[CH2:10][CH2:9]1)=[O:7])([CH3:4])([CH3:3])[CH3:2].C(=O)([O-])[O-].[K+].[K+].Br[CH2:44][CH2:45][O:46][CH2:47][CH3:48]. (5) Given the product [CH3:14][C@@H:15]1[CH2:19][CH2:18][CH2:17][N:16]1[CH2:20][CH2:21][C:22]1[CH:27]=[CH:26][C:25]([C:2]2[CH:7]=[CH:6][CH:5]=[C:4]([S:8]([CH2:11][CH2:12][OH:13])(=[O:10])=[O:9])[CH:3]=2)=[CH:24][CH:23]=1, predict the reactants needed to synthesize it. The reactants are: Br[C:2]1[CH:3]=[C:4]([S:8]([CH2:11][CH2:12][OH:13])(=[O:10])=[O:9])[CH:5]=[CH:6][CH:7]=1.[CH3:14][C@@H:15]1[CH2:19][CH2:18][CH2:17][N:16]1[CH2:20][CH2:21][C:22]1[CH:27]=[CH:26][C:25](B(O)O)=[CH:24][CH:23]=1. (6) Given the product [C:13]([O:17][C:18]([NH:1][C:2]1[CH:10]=[CH:9][CH:8]=[C:7]([O:11][CH3:12])[C:3]=1[C:4]([OH:6])=[O:5])=[O:19])([CH3:16])([CH3:15])[CH3:14], predict the reactants needed to synthesize it. The reactants are: [NH2:1][C:2]1[CH:10]=[CH:9][CH:8]=[C:7]([O:11][CH3:12])[C:3]=1[C:4]([OH:6])=[O:5].[C:13]([O:17][C:18](O[C:18]([O:17][C:13]([CH3:16])([CH3:15])[CH3:14])=[O:19])=[O:19])([CH3:16])([CH3:15])[CH3:14].C(N(CC)CC)C.